Dataset: Catalyst prediction with 721,799 reactions and 888 catalyst types from USPTO. Task: Predict which catalyst facilitates the given reaction. (1) The catalyst class is: 9. Product: [Br:1][C:2]1[CH:3]=[CH:4][C:5]2[O:23][N:22]=[C:8]([CH:9]3[CH2:14][CH2:13][N:12]([C:15]([O:17][C:18]([CH3:21])([CH3:20])[CH3:19])=[O:16])[CH2:11][CH2:10]3)[C:6]=2[CH:7]=1. Reactant: [Br:1][C:2]1[CH:3]=[CH:4][C:5](F)=[C:6](/[C:8](=[N:22]\[OH:23])/[CH:9]2[CH2:14][CH2:13][N:12]([C:15]([O:17][C:18]([CH3:21])([CH3:20])[CH3:19])=[O:16])[CH2:11][CH2:10]2)[CH:7]=1.CC(C)([O-])C.[K+]. (2) Reactant: C[O-].[Na+].[N:4]1([CH2:9][C:10]2[CH:11]=[C:12]([C:22](=[O:24])[CH3:23])[CH:13]=[C:14]([CH2:16][N:17]3[CH:21]=[CH:20][CH:19]=[N:18]3)[CH:15]=2)[CH:8]=[CH:7][CH:6]=[N:5]1.[CH3:25][C:26]1[CH:31]=[CH:30][N:29]=[C:28]([C:32](OC)=[O:33])[CH:27]=1. Product: [N:4]1([CH2:9][C:10]2[CH:11]=[C:12]([C:22](=[O:24])[CH2:23][C:32]([C:28]3[CH:27]=[C:26]([CH3:25])[CH:31]=[CH:30][N:29]=3)=[O:33])[CH:13]=[C:14]([CH2:16][N:17]3[CH:21]=[CH:20][CH:19]=[N:18]3)[CH:15]=2)[CH:8]=[CH:7][CH:6]=[N:5]1. The catalyst class is: 1.